Task: Predict the product of the given reaction.. Dataset: Forward reaction prediction with 1.9M reactions from USPTO patents (1976-2016) (1) Given the reactants [NH:1]1[CH2:5][CH2:4][CH2:3][CH:2]1[C:6]([OH:9])([CH3:8])[CH3:7].C([O-])([O-])=O.[K+].[K+].[N+:16]([C:19]1[CH:26]=[CH:25][C:22]([CH2:23]Br)=[CH:21][CH:20]=1)([O-:18])=[O:17], predict the reaction product. The product is: [N+:16]([C:19]1[CH:26]=[CH:25][C:22]([CH2:23][N:1]2[CH2:5][CH2:4][CH2:3][CH:2]2[C:6]([OH:9])([CH3:8])[CH3:7])=[CH:21][CH:20]=1)([O-:18])=[O:17]. (2) Given the reactants [CH3:1][O:2][C:3]1[N:8]2[N:9]=[C:10]([C:12]([F:15])([F:14])[F:13])[CH:11]=[C:7]2[C:6]([CH:16]=[O:17])=[CH:5][CH:4]=1.O.O.P([O-])(O)(O)=[O:21].[Na+].CC(=CC)C.Cl([O-])=O.[Na+].[OH-].[Na+], predict the reaction product. The product is: [CH3:1][O:2][C:3]1[N:8]2[N:9]=[C:10]([C:12]([F:15])([F:13])[F:14])[CH:11]=[C:7]2[C:6]([C:16]([OH:21])=[O:17])=[CH:5][CH:4]=1. (3) The product is: [F:18][C:13]1[CH:12]=[C:11]([CH:16]=[CH:15][C:14]=1[F:17])[CH2:10][N:7]([O:8][CH3:9])[C:6]([C:5]1[CH2:30][N:31]([CH3:32])[C:3](=[O:21])[C:4]=1[OH:20])=[O:19]. Given the reactants CO[C:3](=[O:21])[C:4]([OH:20])=[CH:5][C:6](=[O:19])[N:7]([CH2:10][C:11]1[CH:16]=[CH:15][C:14]([F:17])=[C:13]([F:18])[CH:12]=1)[O:8][CH3:9].C=O.CN.ClC1C=C(C=CC=1Cl)[CH2:30][N:31](C)[C:32](C1CN(C)C(=O)C=1O)=O, predict the reaction product. (4) Given the reactants [C:1]([NH:8][C@@H:9]([C:14]([OH:16])=O)[C:10]([CH3:13])([CH3:12])[CH3:11])([O:3][C:4]([CH3:7])([CH3:6])[CH3:5])=[O:2].C1C=CC2N(O)N=NC=2C=1.CCN=C=NCCCN(C)C.[CH3:38][N:39]1[CH2:44][CH2:43][CH:42]([N:45]2[CH2:50][CH2:49][NH:48][CH2:47][CH2:46]2)[CH2:41][CH2:40]1, predict the reaction product. The product is: [CH3:13][C:10]([CH3:11])([CH3:12])[C@@H:9]([NH:8][C:1](=[O:2])[O:3][C:4]([CH3:5])([CH3:6])[CH3:7])[C:14]([N:48]1[CH2:47][CH2:46][N:45]([CH:42]2[CH2:43][CH2:44][N:39]([CH3:38])[CH2:40][CH2:41]2)[CH2:50][CH2:49]1)=[O:16]. (5) Given the reactants [C:1]([O:5][C@@H:6]([C:10]1[C:11]([C:29]2[CH:34]=[CH:33][C:32]([Cl:35])=[CH:31][CH:30]=2)=[C:12]2[C:17](=[CH:18][C:19]=1[CH3:20])[N:16]=[C:15]([C:21]#[C:22][C:23]1[CH:28]=[CH:27]C=CC=1)[CH:14]=[CH:13]2)[C:7]([OH:9])=[O:8])([CH3:4])([CH3:3])[CH3:2].C(C1CC1)#C, predict the reaction product. The product is: [C:1]([O:5][C@@H:6]([C:10]1[C:11]([C:29]2[CH:34]=[CH:33][C:32]([Cl:35])=[CH:31][CH:30]=2)=[C:12]2[C:17](=[CH:18][C:19]=1[CH3:20])[N:16]=[C:15]([C:21]#[C:22][CH:23]1[CH2:27][CH2:28]1)[CH:14]=[CH:13]2)[C:7]([OH:9])=[O:8])([CH3:3])([CH3:4])[CH3:2]. (6) Given the reactants [NH2:1][C:2]1[C:21]([C:22](=[O:32])[NH:23][C:24]2[CH:25]=[N:26][CH:27]=[CH:28][C:29]=2[O:30][CH3:31])=[C:5]2[N:6]=[C:7]3[CH2:13][CH2:12][N:11](C(OC(C)(C)C)=O)[CH2:10][C:8]3=[CH:9][N:4]2[N:3]=1.C(O)(C(F)(F)F)=O, predict the reaction product. The product is: [NH2:1][C:2]1[C:21]([C:22]([NH:23][C:24]2[CH:25]=[N:26][CH:27]=[CH:28][C:29]=2[O:30][CH3:31])=[O:32])=[C:5]2[N:6]=[C:7]3[CH2:13][CH2:12][NH:11][CH2:10][C:8]3=[CH:9][N:4]2[N:3]=1.